This data is from Full USPTO retrosynthesis dataset with 1.9M reactions from patents (1976-2016). The task is: Predict the reactants needed to synthesize the given product. (1) Given the product [F:29][C:2]([F:1])([S:25]([O-:28])(=[O:27])=[O:26])[C:3]([F:23])([F:24])[C:4]([F:22])([F:21])[C:5]([F:19])([F:20])[C:6]([F:18])([F:17])[C:7]([F:16])([F:15])[C:8]([F:14])([F:13])[C:9]([F:12])([F:11])[F:10].[Ag+:34], predict the reactants needed to synthesize it. The reactants are: [F:1][C:2]([F:29])([S:25]([OH:28])(=[O:27])=[O:26])[C:3]([F:24])([F:23])[C:4]([F:22])([F:21])[C:5]([F:20])([F:19])[C:6]([F:18])([F:17])[C:7]([F:16])([F:15])[C:8]([F:14])([F:13])[C:9]([F:12])([F:11])[F:10].C(=O)([O-])[O-].[Ag+2:34]. (2) Given the product [CH2:10]([N:17]1[CH2:7][CH2:6][P:2](=[O:3])([CH3:1])[CH2:20][CH2:24]1)[C:11]1[CH:16]=[CH:15][CH:14]=[CH:13][CH:12]=1, predict the reactants needed to synthesize it. The reactants are: [CH3:1][P:2](Cl)(Cl)=[O:3].[CH:6]([Mg]Cl)=[CH2:7].[CH2:10]([NH2:17])[C:11]1[CH:16]=[CH:15][CH:14]=[CH:13][CH:12]=1.[Cl-].[NH4+].[CH2:20]1[CH2:24]OCC1. (3) The reactants are: CC1(C)C2C=CC=C(P(C3C=CC=CC=3)C3C=CC=CC=3)C=2OC2C1=CC=CC=2P(C1C=CC=CC=1)C1C=CC=CC=1.I[C:44]1[C:45]2[C:46](=[CH:50][N:51]([CH2:53][CH2:54][CH2:55][O:56]C3CCCCO3)[N:52]=2)[N:47]=[CH:48][CH:49]=1.[F:63][C:64]1[C:65]([C:71]2[CH:76]=[C:75]([NH2:77])[C:74]([CH3:78])=[CH:73][N:72]=2)=[N:66][C:67]([CH3:70])=[CH:68][CH:69]=1.CC([O-])(C)C.[Na+].Cl. Given the product [F:63][C:64]1[C:65]([C:71]2[CH:76]=[C:75]([NH:77][C:44]3[C:45]4[C:46](=[CH:50][N:51]([CH2:53][CH2:54][CH2:55][OH:56])[N:52]=4)[N:47]=[CH:48][CH:49]=3)[C:74]([CH3:78])=[CH:73][N:72]=2)=[N:66][C:67]([CH3:70])=[CH:68][CH:69]=1, predict the reactants needed to synthesize it. (4) The reactants are: C(O)(=[O:3])C.O.[C:6]([C:9]1[CH:14]=[CH:13][CH:12]=[CH:11][CH:10]=1)(=[O:8])[CH3:7]. Given the product [O:8]=[C:6]([C:9]1[CH:14]=[CH:13][CH:12]=[CH:11][CH:10]=1)[CH:7]=[O:3], predict the reactants needed to synthesize it. (5) Given the product [Cl:1][C:2]1[C:3]([C:29]2[CH2:34][CH2:33][CH2:32][CH2:31][CH:30]=2)=[CH:4][C:5]([O:27][CH3:28])=[C:6]([CH:26]=1)[C:7]([N:9]1[C:15]2[CH:16]=[CH:17][CH:18]=[CH:19][C:14]=2[CH2:13][N:12]2[C:20]([C:23]([N:36]([CH2:37][CH:38]([OH:41])[CH2:39][OH:40])[CH3:35])=[O:24])=[CH:21][CH:22]=[C:11]2[CH2:10]1)=[O:8], predict the reactants needed to synthesize it. The reactants are: [Cl:1][C:2]1[C:3]([C:29]2[CH2:34][CH2:33][CH2:32][CH2:31][CH:30]=2)=[CH:4][C:5]([O:27][CH3:28])=[C:6]([CH:26]=1)[C:7]([N:9]1[C:15]2[CH:16]=[CH:17][CH:18]=[CH:19][C:14]=2[CH2:13][N:12]2[C:20]([C:23](O)=[O:24])=[CH:21][CH:22]=[C:11]2[CH2:10]1)=[O:8].[CH3:35][NH:36][CH2:37][CH:38]([OH:41])[CH2:39][OH:40].ON1C2C=CC=CC=2N=N1.Cl.C(N=C=N)C.C(N(CC)C(C)C)(C)C.